Task: Predict the reaction yield, written as a fraction of the theoretical maximum amount of product (1.0 means a 100% yield; for example, 0.34 means a 34% yield).. Dataset: Reaction yield outcomes from USPTO patents with 853,638 reactions (1) The catalyst is CO. The reactants are [NH2:1][C:2](=[O:16])[C:3]([NH:6][C:7]([C:9]1[CH:14]=[CH:13][C:12]([Br:15])=[CH:11][N:10]=1)=O)([CH3:5])[CH3:4].C[O-].[Na+]. The product is [Br:15][C:12]1[CH:13]=[CH:14][C:9]([C:7]2[NH:1][C:2](=[O:16])[C:3]([CH3:5])([CH3:4])[N:6]=2)=[N:10][CH:11]=1. The yield is 0.840. (2) The reactants are [NH2:1][CH2:2][CH2:3][C@@H:4]1[CH2:8][CH2:7][CH2:6][N:5]1[C:9]([C:11]1[CH:31]=[CH:30][C:14]([C:15]([NH:17][C@H:18]([C:20]2[NH:24][C:23]3[CH:25]=[CH:26][C:27]([Cl:29])=[CH:28][C:22]=3[N:21]=2)[CH3:19])=[O:16])=[CH:13][C:12]=1[Cl:32])=[O:10].[C:33](OC(=O)C)(=[O:35])[CH3:34].[Cl-].[Na+].ClCl. The catalyst is C(O)(=O)C.CO. The product is [C:33]([NH:1][CH2:2][CH2:3][C@@H:4]1[CH2:8][CH2:7][CH2:6][N:5]1[C:9]([C:11]1[CH:31]=[CH:30][C:14]([C:15]([NH:17][C@H:18]([C:20]2[NH:24][C:23]3[CH:25]=[CH:26][C:27]([Cl:29])=[CH:28][C:22]=3[N:21]=2)[CH3:19])=[O:16])=[CH:13][C:12]=1[Cl:32])=[O:10])(=[O:35])[CH3:34]. The yield is 0.670. (3) The reactants are [NH2:1][C:2]1[C:7]([C:8]([O:10]C)=[O:9])=[C:6]([O:12][CH3:13])[CH:5]=[C:4]([O:14][CH3:15])[N:3]=1.[OH-].[K+]. The catalyst is O.C(O)C. The product is [NH2:1][C:2]1[N:3]=[C:4]([O:14][CH3:15])[CH:5]=[C:6]([O:12][CH3:13])[C:7]=1[C:8]([OH:10])=[O:9]. The yield is 1.00. (4) The reactants are [C:1](=[O:4])([O-])[O-].[K+].[K+].[Cl:7][C:8]1[CH:9]=[C:10]([C@@H:18]([CH2:32][CH:33]2[CH2:37][CH2:36][CH2:35][CH2:34]2)[C:19]([NH:21][C:22]2[CH:27]=[N:26][C:25](C=C(C)C)=[CH:24][N:23]=2)=[O:20])[CH:11]=[CH:12][C:13]=1[S:14]([CH3:17])(=[O:16])=[O:15].CS(N)(=O)=O.S([O-])([O-])=[O:44].[Na+].[Na+].[C:49]1([CH3:55])C=CC=C[CH:50]=1. The catalyst is C(OCC)(=O)C.[Fe-3](C#N)(C#N)(C#N)(C#N)(C#N)C#N.[K+].[K+].[K+].[Os](=O)(=O)(=O)=O.CC[C@H]1[C@H]2C[C@H]([C@H](OC3C4C(=CC=CC=4)C(O[C@H](C4C=CN=C5C=4C=C(OC)C=C5)[C@@H]4N5C[C@H](CC)[C@@H](CC5)C4)=NN=3)C3C=CN=C4C=3C=C(OC)C=C4)N(CC2)C1.O.C(O)(C)(C)C. The product is [Cl:7][C:8]1[CH:9]=[C:10]([C@@H:18]([CH2:32][CH:33]2[CH2:34][CH2:35][CH2:36][CH2:37]2)[C:19]([NH:21][C:22]2[CH:27]=[N:26][C:25]([C@H:1]([OH:4])[C:49]([OH:44])([CH3:55])[CH3:50])=[CH:24][N:23]=2)=[O:20])[CH:11]=[CH:12][C:13]=1[S:14]([CH3:17])(=[O:16])=[O:15]. The yield is 0.690. (5) The reactants are [O:1]1[CH2:5][CH2:4][O:3][CH:2]1[C:6]1[O:7][CH:8]=[CH:9][CH:10]=1.C([Li])CCC.[F:16][C:17]1[CH:24]=[CH:23][C:20]([CH2:21]Br)=[CH:19][CH:18]=1. The catalyst is O1CCCC1. The product is [F:16][C:17]1[CH:24]=[CH:23][C:20]([CH2:21][C:8]2[O:7][C:6]([CH:2]3[O:3][CH2:4][CH2:5][O:1]3)=[CH:10][CH:9]=2)=[CH:19][CH:18]=1. The yield is 0.510. (6) The reactants are [CH2:1]([O:3][C:4]([C:6]1[C:7](=[O:27])[N:8]([CH2:18][C:19]2[CH:24]=[CH:23][C:22]([O:25][CH3:26])=[CH:21][CH:20]=2)[C:9]2[C:14]([C:15]=1[OH:16])=[CH:13][C:12]([Cl:17])=[CH:11][CH:10]=2)=[O:5])[CH3:2].C(N(C(C)C)CC)(C)C.[F:37][C:38]([S:41](O)(=[O:43])=[O:42])([F:40])[F:39]. The catalyst is CN(C1C=CN=CC=1)C.C(Cl)Cl. The product is [CH2:1]([O:3][C:4]([C:6]1[C:7](=[O:27])[N:8]([CH2:18][C:19]2[CH:20]=[CH:21][C:22]([O:25][CH3:26])=[CH:23][CH:24]=2)[C:9]2[C:14]([C:15]=1[O:16][S:41]([C:38]([F:40])([F:39])[F:37])(=[O:43])=[O:42])=[CH:13][C:12]([Cl:17])=[CH:11][CH:10]=2)=[O:5])[CH3:2]. The yield is 0.880.